From a dataset of Full USPTO retrosynthesis dataset with 1.9M reactions from patents (1976-2016). Predict the reactants needed to synthesize the given product. (1) Given the product [O:1]=[C:2]([CH3:10])[CH2:3][CH2:4][CH2:5][CH2:6][C:7]([O:9][C:15]([CH3:18])([CH3:17])[CH3:16])=[O:8], predict the reactants needed to synthesize it. The reactants are: [O:1]=[C:2]([CH3:10])[CH2:3][CH2:4][CH2:5][CH2:6][C:7]([OH:9])=[O:8].ClC(Cl)(Cl)C(=N)O[C:15]([CH3:18])([CH3:17])[CH3:16].ClCCl.FC(F)(F)S(O)(=O)=O. (2) Given the product [F:25][C:22]1[CH:23]=[CH:24][C:19]([CH2:18][C@H:14]([NH:13][C:11]([C:9]2[NH:8][C:5]3=[CH:6][N:7]=[C:2]([Cl:1])[CH:3]=[C:4]3[CH:10]=2)=[O:12])[C:15]([N:27]2[CH2:28][CH2:29][CH:30]([NH:33][S:34]([CH3:37])(=[O:35])=[O:36])[CH2:31][CH2:32]2)=[O:17])=[CH:20][CH:21]=1, predict the reactants needed to synthesize it. The reactants are: [Cl:1][C:2]1[CH:3]=[C:4]2[CH:10]=[C:9]([C:11]([NH:13][C@@H:14]([CH2:18][C:19]3[CH:24]=[CH:23][C:22]([F:25])=[CH:21][CH:20]=3)[C:15]([OH:17])=O)=[O:12])[NH:8][C:5]2=[CH:6][N:7]=1.Cl.[NH:27]1[CH2:32][CH2:31][CH:30]([NH:33][S:34]([CH3:37])(=[O:36])=[O:35])[CH2:29][CH2:28]1. (3) Given the product [CH2:17]([O:16][C:14](=[O:15])[C:5]1[CH:10]=[CH:9][C:8]([F:11])=[CH:7][C:6]=1[CH3:12])[CH3:18], predict the reactants needed to synthesize it. The reactants are: [Mg].II.Br[C:5]1[CH:10]=[CH:9][C:8]([F:11])=[CH:7][C:6]=1[CH3:12].Cl[C:14]([O:16][CH2:17][CH3:18])=[O:15]. (4) Given the product [OH:34][C:33]1[C:28]2[N:27]=[C:26]3[C:20]4([N:23]([C:43]([O:45][C:46]([CH3:49])([CH3:48])[CH3:47])=[O:44])[C:24](=[O:42])[N:25]3[C:29]=2[CH:30]=[CH:31][CH:32]=1)[CH2:19][CH2:18][N:17]([C:13]1[N:12]=[CH:11][N:10]=[C:9]2[C:14]=1[N:15]=[CH:16][N:8]2[C:6]([O:5][C:2]([CH3:4])([CH3:3])[CH3:1])=[O:7])[CH2:22][CH2:21]4, predict the reactants needed to synthesize it. The reactants are: [CH3:1][C:2]([O:5][C:6]([N:8]1[CH:16]=[N:15][C:14]2[C:9]1=[N:10][CH:11]=[N:12][C:13]=2[N:17]1[CH2:22][CH2:21][C:20]2([C:26]3=[N:27][C:28]4[C:33]([O:34]CC5C=CC=CC=5)=[CH:32][CH:31]=[CH:30][C:29]=4[N:25]3[C:24](=[O:42])[N:23]2[C:43]([O:45][C:46]([CH3:49])([CH3:48])[CH3:47])=[O:44])[CH2:19][CH2:18]1)=[O:7])([CH3:4])[CH3:3].C(Cl)Cl.CO. (5) Given the product [Cl:10][C:6]1[C:3]([C:4]#[N:5])=[C:2]([C:29]2[CH:28]=[CH:27][C:26]([NH:25][C:23]([NH:22][C:13]3[CH:14]=[C:15]([C:18]([F:19])([F:21])[F:20])[CH:16]=[CH:17][C:12]=3[F:11])=[O:24])=[CH:31][CH:30]=2)[CH:9]=[N:8][CH:7]=1, predict the reactants needed to synthesize it. The reactants are: Cl[C:2]1[CH:9]=[N:8][CH:7]=[C:6]([Cl:10])[C:3]=1[C:4]#[N:5].[F:11][C:12]1[CH:17]=[CH:16][C:15]([C:18]([F:21])([F:20])[F:19])=[CH:14][C:13]=1[NH:22][C:23]([NH:25][C:26]1[CH:31]=[CH:30][C:29](B2OC(C)(C)C(C)(C)O2)=[CH:28][CH:27]=1)=[O:24].C([O-])(O)=O.[Na+]. (6) Given the product [C:35]1([S:32]([N:29]2[C:26]3=[N:27][CH:28]=[C:23]([C:11]4[CH:12]=[N:8][NH:9][CH:10]=4)[CH:24]=[C:25]3[CH:31]=[CH:30]2)(=[O:34])=[O:33])[CH:36]=[CH:37][CH:38]=[CH:39][CH:40]=1, predict the reactants needed to synthesize it. The reactants are: C(OC([N:8]1[CH:12]=[C:11](B2OC(C)(C)C(C)(C)O2)[CH:10]=[N:9]1)=O)(C)(C)C.Br[C:23]1[CH:24]=[C:25]2[CH:31]=[CH:30][N:29]([S:32]([C:35]3[CH:40]=[CH:39][CH:38]=[CH:37][CH:36]=3)(=[O:34])=[O:33])[C:26]2=[N:27][CH:28]=1.C(=O)([O-])[O-].[Na+].[Na+]. (7) Given the product [OH:3][NH:2][C:34]([C:29]1[CH:30]=[C:31]2[C:26](=[CH:27][CH:28]=1)[CH2:25][N:24]([C:22]([C:18]1([CH3:21])[CH2:19][CH2:20][N:15]([C:13]([O:12][C:8]([CH3:11])([CH3:10])[CH3:9])=[O:14])[CH2:16][CH2:17]1)=[O:23])[CH2:33][CH2:32]2)=[O:35], predict the reactants needed to synthesize it. The reactants are: Cl.[NH2:2][OH:3].[OH-].[K+].NO.[C:8]([O:12][C:13]([N:15]1[CH2:20][CH2:19][C:18]([C:22]([N:24]2[CH2:33][CH2:32][C:31]3[C:26](=[CH:27][CH:28]=[C:29]([C:34](OC)=[O:35])[CH:30]=3)[CH2:25]2)=[O:23])([CH3:21])[CH2:17][CH2:16]1)=[O:14])([CH3:11])([CH3:10])[CH3:9].C(O)(=O)C. (8) Given the product [CH3:4][C:1]([C:5]1[CH:13]=[CH:12][CH:11]=[CH:10][C:6]=1[C:7]([N:33]([CH2:32][CH3:31])[CH:36]([O:25][CH3:24])[C:40]([CH3:41])([CH3:45])[CH3:46])=[O:9])([CH3:2])[CH3:3], predict the reactants needed to synthesize it. The reactants are: [C:1]([C:5]1[CH:13]=[CH:12][CH:11]=[CH:10][C:6]=1[C:7]([OH:9])=O)([CH3:4])([CH3:3])[CH3:2].S(Cl)(Cl)=O.C(C1C=CC=CC=1[C:24](Cl)=[O:25])(C)(C)C.[CH3:31][CH2:32][N:33]([CH2:36]C)CC.CO.[C:40]1([CH3:46])[CH:45]=CC=C[CH:41]=1.